This data is from Peptide-MHC class I binding affinity with 185,985 pairs from IEDB/IMGT. The task is: Regression. Given a peptide amino acid sequence and an MHC pseudo amino acid sequence, predict their binding affinity value. This is MHC class I binding data. The peptide sequence is STYWVIPWEL. The MHC is HLA-A02:01 with pseudo-sequence HLA-A02:01. The binding affinity (normalized) is 0.600.